From a dataset of Catalyst prediction with 721,799 reactions and 888 catalyst types from USPTO. Predict which catalyst facilitates the given reaction. (1) Reactant: B(O[O-])=[O:2].[Na+].[CH3:6][N:7]1[CH:11]=[C:10]([C:12]2[CH:13]=[CH:14][C:15](=[O:40])[N:16]([CH2:18][C:19]3[CH:24]=[CH:23][CH:22]=[C:21]([C:25]4[N:30]=[CH:29][C:28](B5OC(C)(C)C(C)(C)O5)=[CH:27][N:26]=4)[CH:20]=3)[N:17]=2)[CH:9]=[N:8]1. Product: [OH:2][C:28]1[CH:27]=[N:26][C:25]([C:21]2[CH:20]=[C:19]([CH:24]=[CH:23][CH:22]=2)[CH2:18][N:16]2[C:15](=[O:40])[CH:14]=[CH:13][C:12]([C:10]3[CH:9]=[N:8][N:7]([CH3:6])[CH:11]=3)=[N:17]2)=[N:30][CH:29]=1. The catalyst class is: 20. (2) Reactant: [N+:1]([C:4]1[CH:9]=[CH:8][C:7]([S:10]([N:13]2[CH2:18][C:17](=[O:19])[N:16]([CH2:20][CH2:21][CH2:22][CH2:23][CH2:24][CH2:25][CH2:26][CH3:27])[CH2:15][CH:14]2[C:28]([O:30][CH3:31])=[O:29])(=[O:12])=[O:11])=[CH:6][CH:5]=1)([O-])=O.O.O.Cl[Sn]Cl.C([O-])(O)=O.[Na+].CCN(CC)CC.[Cl:49][C:50]1[CH:58]=[CH:57][C:53]([C:54](Cl)=[O:55])=[CH:52][CH:51]=1. Product: [Cl:49][C:50]1[CH:58]=[CH:57][C:53]([C:54]([NH:1][C:4]2[CH:9]=[CH:8][C:7]([S:10]([N:13]3[CH2:18][C:17](=[O:19])[N:16]([CH2:20][CH2:21][CH2:22][CH2:23][CH2:24][CH2:25][CH2:26][CH3:27])[CH2:15][CH:14]3[C:28]([O:30][CH3:31])=[O:29])(=[O:12])=[O:11])=[CH:6][CH:5]=2)=[O:55])=[CH:52][CH:51]=1. The catalyst class is: 5.